The task is: Predict which catalyst facilitates the given reaction.. This data is from Catalyst prediction with 721,799 reactions and 888 catalyst types from USPTO. (1) Reactant: [Cl:1][C:2]1[N:6]2[CH:7]=[C:8]([C:15]3[CH:16]=[N:17][NH:18][CH:19]=3)[CH:9]=[C:10]([C:11]([F:14])([F:13])[F:12])[C:5]2=[N:4][C:3]=1[C:20]([OH:22])=O.[NH:23]1[CH2:28][CH2:27][CH:26]([N:29]2[C:33](=[O:34])[CH2:32][NH:31][C:30]2=[O:35])[CH2:25][CH2:24]1.OC1C2N=NNC=2C=CC=1. Product: [Cl:1][C:2]1[N:6]2[CH:7]=[C:8]([C:15]3[CH:16]=[N:17][NH:18][CH:19]=3)[CH:9]=[C:10]([C:11]([F:13])([F:14])[F:12])[C:5]2=[N:4][C:3]=1[C:20]([N:23]1[CH2:24][CH2:25][CH:26]([N:29]2[C:33](=[O:34])[CH2:32][NH:31][C:30]2=[O:35])[CH2:27][CH2:28]1)=[O:22]. The catalyst class is: 85. (2) Reactant: [Cl:1][C:2]1[CH:7]=[CH:6][C:5]([C:8]23[CH2:13][CH:12]2[CH2:11][N:10]([CH2:14][CH2:15][CH2:16][N:17]2[CH:22]=[C:21]([I:23])[C:20](=[O:24])[N:19](C(C4C=CC=CC=4)=O)[C:18]2=[O:33])[CH2:9]3)=[CH:4][CH:3]=1.CO. Product: [Cl:1][C:2]1[CH:7]=[CH:6][C:5]([C:8]23[CH2:13][CH:12]2[CH2:11][N:10]([CH2:14][CH2:15][CH2:16][N:17]2[CH:22]=[C:21]([I:23])[C:20](=[O:24])[NH:19][C:18]2=[O:33])[CH2:9]3)=[CH:4][CH:3]=1. The catalyst class is: 328. (3) Reactant: [F:1][C:2]1[CH:10]=[C:9]([NH:11][CH3:12])[C:8]([N+:13]([O-:15])=[O:14])=[CH:7][C:3]=1[C:4]([OH:6])=O.ClC(N(C)C)=C(C)C.[F:24][C:25]1[CH:31]=[CH:30][C:28]([NH2:29])=[CH:27][C:26]=1[Cl:32].CCN(C(C)C)C(C)C. Product: [F:24][C:25]1[CH:31]=[CH:30][C:28]([NH:29][C:4](=[O:6])[C:3]2[CH:7]=[C:8]([N+:13]([O-:15])=[O:14])[C:9]([NH:11][CH3:12])=[CH:10][C:2]=2[F:1])=[CH:27][C:26]=1[Cl:32]. The catalyst class is: 2. (4) The catalyst class is: 1. Product: [CH3:18][S:19]([O:1][CH2:2][CH2:3][CH:4]1[CH2:8][O:7][C:6]([CH3:10])([CH3:9])[O:5]1)(=[O:21])=[O:20]. Reactant: [OH:1][CH2:2][CH2:3][CH:4]1[CH2:8][O:7][C:6]([CH3:10])([CH3:9])[O:5]1.C(N(CC)CC)C.[CH3:18][S:19](Cl)(=[O:21])=[O:20]. (5) Reactant: [OH:1][CH:2]1[CH2:5][CH:4]([C:6]([O:8][CH3:9])=[O:7])[CH2:3]1.[CH3:10]N(C)C1C2C(=CC=CC=2N(C)C)C=CC=1.F[B-](F)(F)F.C[O+](C)C. Product: [CH3:10][O:1][CH:2]1[CH2:5][CH:4]([C:6]([O:8][CH3:9])=[O:7])[CH2:3]1. The catalyst class is: 2. (6) Reactant: [CH2:1]1[C:10]2[C:5](=[CH:6][CH:7]=[C:8]([C:11]([O:13]C)=[O:12])[CH:9]=2)[CH2:4][CH2:3][N:2]1[C:15]([O:17][C:18]([CH3:21])([CH3:20])[CH3:19])=[O:16].[Li+].[OH-].O. Product: [C:18]([O:17][C:15]([N:2]1[CH2:3][CH2:4][C:5]2[C:10](=[CH:9][C:8]([C:11]([OH:13])=[O:12])=[CH:7][CH:6]=2)[CH2:1]1)=[O:16])([CH3:21])([CH3:19])[CH3:20]. The catalyst class is: 36. (7) Reactant: [F:1][C:2]1([CH2:12][CH2:13][CH:14]2[C:22]3[C:17](=[CH:18][CH:19]=[CH:20][C:21]=3[F:23])[C:16]3=[CH:24][N:25]=[CH:26][N:15]23)[CH2:7][CH2:6][CH:5]([C:8](OC)=[O:9])[CH2:4][CH2:3]1.CCO. Product: [F:1][C:2]1([CH2:12][CH2:13][CH:14]2[C:22]3[C:17](=[CH:18][CH:19]=[CH:20][C:21]=3[F:23])[C:16]3=[CH:24][N:25]=[CH:26][N:15]23)[CH2:7][CH2:6][CH:5]([CH2:8][OH:9])[CH2:4][CH2:3]1. The catalyst class is: 81. (8) Reactant: [OH:1][CH2:2][C:3]1[S:7][C:6]([C:8]#[N:9])=[CH:5][CH:4]=1.C(N(CC)CC)C.[CH3:17][S:18](Cl)(=[O:20])=[O:19].[Cl-].[NH4+]. Product: [CH3:17][S:18]([O:1][CH2:2][C:3]1[S:7][C:6]([C:8]#[N:9])=[CH:5][CH:4]=1)(=[O:20])=[O:19]. The catalyst class is: 7. (9) Reactant: CC[C@@H]([C@H](NC([C@@H](N[C:149]([C@@H:151]([NH2:159])[CH2:152][CH2:153][CH2:154][NH:155][C:156]([NH2:158])=[NH:157])=[O:150])CCC(N)=O)=O)C(N[C@H](C(N[C@H](C(N[C@H](C(N[C@H](C(N[C@H](C(N[C@H](C(N[C@H](C(N[C@H](C(N[C@H](C(N[C@H](C(N[C@H](C(N[C@H](C(N[C@H](C(O)=O)CCCCN)=O)CCCCN)=O)CC1C2C(=CC=CC=2)NC=1)=O)CCCCN)=O)CCSC)=O)CCCNC(N)=N)=O)CCCNC(N)=N)=O)CC(N)=O)=O)CCC(N)=O)=O)CC1C=CC=CC=1)=O)CC1C2C(=CC=CC=2)NC=1)=O)[C@H](CC)C)=O)CCCCN)=O)C.N[C@H](C(O)=[O:170])CCCNC(=N)N.CN(C(ON1N=NC2C=CC=NC1=2)=[N+](C)C)C.F[P-](F)(F)(F)(F)F.C1C=CC(C(O)=O)=C(C2C3C=CC(O)=CC=3OC3C=2C=CC(C=3)=O)C=1.NC(CCCC)C(O)=O.C1C(N=C=S)=CC2C(OC3(C4C=CC(O)=CC=4OC4C=C(O)C=CC3=4)C=2C=1)=O.CCN(C(C)C)C(C)C.C(O)(C(F)(F)F)=O.C([SiH](C(C)C)C(C)C)(C)C. Product: [NH2:159][C@@H:151]([C:149]([OH:170])=[O:150])[CH2:152][CH2:153][CH2:154][NH:155][C:156](=[NH:157])[NH2:158]. The catalyst class is: 57.